This data is from Catalyst prediction with 721,799 reactions and 888 catalyst types from USPTO. The task is: Predict which catalyst facilitates the given reaction. (1) Reactant: [CH2:1]([O:3][C:4](=[O:34])[CH2:5][CH2:6][CH2:7][C:8]1([C:29](OCC)=[O:30])[CH2:14][C:13]2[CH:15]=[CH:16][CH:17]=[CH:18][C:12]=2[N:11]([S:19]([C:22]2[CH:27]=[CH:26][C:25]([CH3:28])=[CH:24][CH:23]=2)(=[O:21])=[O:20])[CH2:10][CH2:9]1)[CH3:2].CC([O-])(C)C.[K+].Cl. Product: [CH3:28][C:25]1[CH:24]=[CH:23][C:22]([S:19]([N:11]2[C:12]3[CH:18]=[CH:17][CH:16]=[CH:15][C:13]=3[CH2:14][C:8]3([CH2:7][CH2:6][CH:5]([C:4]([O:3][CH2:1][CH3:2])=[O:34])[C:29]3=[O:30])[CH2:9][CH2:10]2)(=[O:20])=[O:21])=[CH:27][CH:26]=1. The catalyst class is: 11. (2) Reactant: C[O:2][C:3](=[O:45])[C@@H:4]([NH:30][C:31]1[CH:36]=[CH:35][CH:34]=[CH:33][C:32]=1[C:37](=[O:44])[C:38]1[CH:43]=[CH:42][CH:41]=[CH:40][CH:39]=1)[CH2:5][C:6]1[CH:11]=[CH:10][C:9]([O:12][CH2:13][CH2:14][N:15]2[C:21]3[CH:22]=[CH:23][CH:24]=[CH:25][C:20]=3[CH2:19][CH2:18][C:17]3[CH:26]=[CH:27][CH:28]=[CH:29][C:16]2=3)=[CH:8][CH:7]=1.[OH-].[Na+]. Product: [C:37]([C:32]1[CH:33]=[CH:34][CH:35]=[CH:36][C:31]=1[NH:30][C@@H:4]([CH2:5][C:6]1[CH:11]=[CH:10][C:9]([O:12][CH2:13][CH2:14][N:15]2[C:21]3[CH:22]=[CH:23][CH:24]=[CH:25][C:20]=3[CH2:19][CH2:18][C:17]3[CH:26]=[CH:27][CH:28]=[CH:29][C:16]2=3)=[CH:8][CH:7]=1)[C:3]([OH:45])=[O:2])(=[O:44])[C:38]1[CH:43]=[CH:42][CH:41]=[CH:40][CH:39]=1. The catalyst class is: 8. (3) Reactant: [Cl:1][C:2]1[CH:7]=[C:6]([C:8]2[C:9](=[O:19])[O:10][C:11]3([CH2:18][CH2:17][CH2:16][CH2:15][CH2:14]3)[C:12]=2[OH:13])[C:5]([CH3:20])=[CH:4][C:3]=1[C:21]1[CH:26]=[CH:25][C:24]([CH3:27])=[C:23]([N+:28]([O-])=O)[CH:22]=1.CS(Cl)(=O)=O.[C:36](O)(=[O:38])[CH3:37]. Product: [Cl:1][C:2]1[CH:7]=[C:6]([C:8]2[C:9](=[O:19])[O:10][C:11]3([CH2:18][CH2:17][CH2:16][CH2:15][CH2:14]3)[C:12]=2[OH:13])[C:5]([CH3:20])=[CH:4][C:3]=1[C:21]1[CH:26]=[CH:25][C:24]([CH3:27])=[C:23]([NH:28][C:36](=[O:38])[CH3:37])[CH:22]=1. The catalyst class is: 292. (4) Reactant: C(C1NC=CN=1)(C1[NH:4]C=CN=1)=O.[F:13][C:14]1[CH:15]=[C:16]([C:19]([OH:21])=O)[NH:17][CH:18]=1.[NH4+].[OH-]. Product: [F:13][C:14]1[CH:15]=[C:16]([C:19]([NH2:4])=[O:21])[NH:17][CH:18]=1. The catalyst class is: 23. (5) Reactant: [Cl:1][C:2]1[CH:37]=[CH:36][C:5]([C:6]([CH3:35])([CH3:34])[C@H:7]([C:10]([NH:12][C@H:13]([C:18]([N:20]([C@@H:22]([CH:31]([CH3:33])[CH3:32])/[CH:23]=[C:24](\[CH3:30])/[C:25]([O:27]CC)=[O:26])[CH3:21])=[O:19])[C:14]([CH3:17])([CH3:16])[CH3:15])=[O:11])[NH:8][CH3:9])=[CH:4][CH:3]=1.[OH-].[Li+]. Product: [Cl:1][C:2]1[CH:3]=[CH:4][C:5]([C:6]([CH3:35])([CH3:34])[C@H:7]([C:10]([NH:12][C@H:13]([C:18]([N:20]([C@@H:22]([CH:31]([CH3:32])[CH3:33])/[CH:23]=[C:24](/[C:25]([OH:27])=[O:26])\[CH3:30])[CH3:21])=[O:19])[C:14]([CH3:17])([CH3:16])[CH3:15])=[O:11])[NH:8][CH3:9])=[CH:36][CH:37]=1. The catalyst class is: 132. (6) Reactant: [NH2:1][C:2]1[CH:7]=[CH:6][C:5]([C:8]2[S:33][C:11]3[N:12]([CH2:24][C:25]4[C:30]([F:31])=[CH:29][CH:28]=[CH:27][C:26]=4[F:32])[C:13](=[O:23])[N:14]([C:17]4[CH:22]=[CH:21][CH:20]=[CH:19][CH:18]=4)[C:15](=[O:16])[C:10]=3[C:9]=2[CH2:34][N:35]([CH2:37][C:38]2[CH:43]=[CH:42][CH:41]=[CH:40][CH:39]=2)[CH3:36])=[CH:4][CH:3]=1.N1C=CC=CC=1.Cl.[CH3:51][O:52][NH2:53].C(N(CC)CC)C.C[C:62](N(C)C)=[O:63]. Product: [CH2:37]([N:35]([CH2:34][C:9]1[C:10]2[C:15](=[O:16])[N:14]([C:17]3[CH:18]=[CH:19][CH:20]=[CH:21][CH:22]=3)[C:13](=[O:23])[N:12]([CH2:24][C:25]3[C:26]([F:32])=[CH:27][CH:28]=[CH:29][C:30]=3[F:31])[C:11]=2[S:33][C:8]=1[C:5]1[CH:4]=[CH:3][C:2]([NH:1][C:62]([NH:53][O:52][CH3:51])=[O:63])=[CH:7][CH:6]=1)[CH3:36])[C:38]1[CH:39]=[CH:40][CH:41]=[CH:42][CH:43]=1. The catalyst class is: 6. (7) Reactant: C(OC([N:8]1[CH2:13][CH2:12][CH:11]([CH2:14][NH:15][C:16]2[N:25]=[C:24]([N:26]([CH3:28])[CH3:27])[C:23]3[C:18](=[CH:19][CH:20]=[CH:21][CH:22]=3)[N:17]=2)[CH2:10][CH2:9]1)=O)(C)(C)C.Cl.C(N(C(C)C)CC)(C)C.[Br:39][C:40]1[CH:45]=[CH:44][C:43]([S:46](Cl)(=[O:48])=[O:47])=[C:42]([O:50][C:51]([F:54])([F:53])[F:52])[CH:41]=1. Product: [Br:39][C:40]1[CH:45]=[CH:44][C:43]([S:46]([N:8]2[CH2:9][CH2:10][CH:11]([CH2:14][NH:15][C:16]3[N:25]=[C:24]([N:26]([CH3:27])[CH3:28])[C:23]4[C:18](=[CH:19][CH:20]=[CH:21][CH:22]=4)[N:17]=3)[CH2:12][CH2:13]2)(=[O:48])=[O:47])=[C:42]([O:50][C:51]([F:53])([F:52])[F:54])[CH:41]=1. The catalyst class is: 795.